From a dataset of Reaction yield outcomes from USPTO patents with 853,638 reactions. Predict the reaction yield, written as a fraction of the theoretical maximum amount of product (1.0 means a 100% yield; for example, 0.34 means a 34% yield). The reactants are [Cl:1][C:2]1[C:11]2[C:6](=[CH:7][CH:8]=[C:9]([F:12])[CH:10]=2)[N:5]=[C:4]([C:13]([O:15]CC)=O)[N:3]=1.[F:18][C:19]1[CH:24]=[CH:23][C:22]([Mg]Br)=[CH:21][CH:20]=1.C1COCC1. The catalyst is C1COCC1. The product is [Cl:1][C:2]1[C:11]2[C:6](=[CH:7][CH:8]=[C:9]([F:12])[CH:10]=2)[N:5]=[C:4]([C:13]([C:22]2[CH:23]=[CH:24][C:19]([F:18])=[CH:20][CH:21]=2)=[O:15])[N:3]=1. The yield is 0.690.